Dataset: NCI-60 drug combinations with 297,098 pairs across 59 cell lines. Task: Regression. Given two drug SMILES strings and cell line genomic features, predict the synergy score measuring deviation from expected non-interaction effect. (1) Drug 1: CC1=CC=C(C=C1)C2=CC(=NN2C3=CC=C(C=C3)S(=O)(=O)N)C(F)(F)F. Drug 2: COCCOC1=C(C=C2C(=C1)C(=NC=N2)NC3=CC=CC(=C3)C#C)OCCOC.Cl. Cell line: A498. Synergy scores: CSS=15.5, Synergy_ZIP=-0.351, Synergy_Bliss=3.22, Synergy_Loewe=-7.06, Synergy_HSA=0.242. (2) Drug 1: CC=C1C(=O)NC(C(=O)OC2CC(=O)NC(C(=O)NC(CSSCCC=C2)C(=O)N1)C(C)C)C(C)C. Drug 2: C(=O)(N)NO. Cell line: OVCAR-4. Synergy scores: CSS=30.0, Synergy_ZIP=-5.15, Synergy_Bliss=-0.578, Synergy_Loewe=-85.3, Synergy_HSA=-0.685. (3) Cell line: HCT116. Drug 1: CC1=C(C(=O)C2=C(C1=O)N3CC4C(C3(C2COC(=O)N)OC)N4)N. Drug 2: CN1C(=O)N2C=NC(=C2N=N1)C(=O)N. Synergy scores: CSS=38.1, Synergy_ZIP=3.67, Synergy_Bliss=2.36, Synergy_Loewe=-41.1, Synergy_HSA=0.831. (4) Drug 1: COC1=C(C=C2C(=C1)N=CN=C2NC3=CC(=C(C=C3)F)Cl)OCCCN4CCOCC4. Drug 2: CN1C(=O)N2C=NC(=C2N=N1)C(=O)N. Cell line: HOP-92. Synergy scores: CSS=27.6, Synergy_ZIP=-4.43, Synergy_Bliss=-1.03, Synergy_Loewe=-3.07, Synergy_HSA=2.41. (5) Drug 1: CC1=C(C=C(C=C1)NC(=O)C2=CC=C(C=C2)CN3CCN(CC3)C)NC4=NC=CC(=N4)C5=CN=CC=C5. Drug 2: CC1CCC2CC(C(=CC=CC=CC(CC(C(=O)C(C(C(=CC(C(=O)CC(OC(=O)C3CCCCN3C(=O)C(=O)C1(O2)O)C(C)CC4CCC(C(C4)OC)O)C)C)O)OC)C)C)C)OC. Cell line: SR. Synergy scores: CSS=25.8, Synergy_ZIP=6.00, Synergy_Bliss=7.58, Synergy_Loewe=-41.2, Synergy_HSA=2.11. (6) Cell line: SNB-19. Drug 1: CC12CCC(CC1=CCC3C2CCC4(C3CC=C4C5=CN=CC=C5)C)O. Drug 2: C1CN(CCN1C(=O)CCBr)C(=O)CCBr. Synergy scores: CSS=16.5, Synergy_ZIP=-2.59, Synergy_Bliss=-0.0757, Synergy_Loewe=-3.23, Synergy_HSA=0.576. (7) Drug 1: C1CC(=O)NC(=O)C1N2CC3=C(C2=O)C=CC=C3N. Drug 2: CCC(=C(C1=CC=CC=C1)C2=CC=C(C=C2)OCCN(C)C)C3=CC=CC=C3.C(C(=O)O)C(CC(=O)O)(C(=O)O)O. Cell line: MDA-MB-435. Synergy scores: CSS=-1.02, Synergy_ZIP=0.142, Synergy_Bliss=-1.09, Synergy_Loewe=-2.94, Synergy_HSA=-3.81. (8) Drug 1: C1=CC(=CC=C1C#N)C(C2=CC=C(C=C2)C#N)N3C=NC=N3. Drug 2: CC1CCC2CC(C(=CC=CC=CC(CC(C(=O)C(C(C(=CC(C(=O)CC(OC(=O)C3CCCCN3C(=O)C(=O)C1(O2)O)C(C)CC4CCC(C(C4)OC)OCCO)C)C)O)OC)C)C)C)OC. Cell line: SK-OV-3. Synergy scores: CSS=-2.07, Synergy_ZIP=-0.779, Synergy_Bliss=-3.46, Synergy_Loewe=-3.72, Synergy_HSA=-4.07. (9) Synergy scores: CSS=2.35, Synergy_ZIP=3.08, Synergy_Bliss=6.42, Synergy_Loewe=3.08, Synergy_HSA=-0.107. Drug 1: C1CCN(CC1)CCOC2=CC=C(C=C2)C(=O)C3=C(SC4=C3C=CC(=C4)O)C5=CC=C(C=C5)O. Drug 2: CCCCC(=O)OCC(=O)C1(CC(C2=C(C1)C(=C3C(=C2O)C(=O)C4=C(C3=O)C=CC=C4OC)O)OC5CC(C(C(O5)C)O)NC(=O)C(F)(F)F)O. Cell line: SF-268.